Dataset: Full USPTO retrosynthesis dataset with 1.9M reactions from patents (1976-2016). Task: Predict the reactants needed to synthesize the given product. (1) Given the product [C:1]([O:5][C:6]([N:8]1[C@@H:13]([C@@H:14]([OH:47])[C@@H:15]([NH2:32])[CH2:16][C:17]2[CH:18]=[C:19]([OH:24])[CH:20]=[C:21]([F:23])[CH:22]=2)[CH2:12][O:11][C@H:10]([O:55][C:58]([CH2:60][F:61])([CH3:59])[CH2:57][F:56])[CH2:9]1)=[O:7])([CH3:4])([CH3:2])[CH3:3], predict the reactants needed to synthesize it. The reactants are: [C:1]([O:5][C:6]([N:8]1[C@@H:13]([C@@H:14]([O:47]CC2C=CC=CC=2)[C@@H:15]([N:32](CC2C=CC=CC=2)CC2C=CC=CC=2)[CH2:16][C:17]2[CH:22]=[C:21]([F:23])[CH:20]=[C:19]([O:24]CC3C=CC=CC=3)[CH:18]=2)[CH2:12][O:11][CH:10]([OH:55])[CH2:9]1)=[O:7])([CH3:4])([CH3:3])[CH3:2].[F:56][CH2:57][C:58](OS(C(F)(F)F)(=O)=O)([CH2:60][F:61])[CH3:59]. (2) Given the product [CH3:40][O:39][C:37](=[O:38])[CH2:36][O:34][C:11]1[CH:12]=[CH:13][C:14]([NH:15][C:16]([C:18]2[C:27]3[C:22](=[CH:23][CH:24]=[CH:25][CH:26]=3)[C:21]([CH2:28][N:29]3[CH:33]=[CH:32][N:31]=[N:30]3)=[CH:20][CH:19]=2)=[O:17])=[C:9]([C:7]([NH:6][CH2:5][CH:1]2[CH2:4][CH2:3][CH2:2]2)=[O:8])[N:10]=1, predict the reactants needed to synthesize it. The reactants are: [CH:1]1([CH2:5][NH:6][C:7]([C:9]2[C:14]([NH:15][C:16]([C:18]3[C:27]4[C:22](=[CH:23][CH:24]=[CH:25][CH:26]=4)[C:21]([CH2:28][N:29]4[CH:33]=[CH:32][N:31]=[N:30]4)=[CH:20][CH:19]=3)=[O:17])=[CH:13][CH:12]=[C:11]([OH:34])[N:10]=2)=[O:8])[CH2:4][CH2:3][CH2:2]1.Br[CH2:36][C:37]([O:39][CH3:40])=[O:38].